Dataset: Forward reaction prediction with 1.9M reactions from USPTO patents (1976-2016). Task: Predict the product of the given reaction. (1) The product is: [C:1]([C:5]1[C:6]([NH:14][C:22](=[O:23])[CH:21]=[C:15]2[CH2:20][CH2:19][CH2:18][CH2:17][CH2:16]2)=[N:7][N:8]2[CH:13]=[CH:12][CH:11]=[N:10][C:9]=12)([CH3:4])([CH3:2])[CH3:3]. Given the reactants [C:1]([C:5]1[C:6]([NH2:14])=[N:7][N:8]2[CH:13]=[CH:12][CH:11]=[N:10][C:9]=12)([CH3:4])([CH3:3])[CH3:2].[C:15]1(=[CH:21][C:22](O)=[O:23])[CH2:20][CH2:19][CH2:18][CH2:17][CH2:16]1, predict the reaction product. (2) Given the reactants [C:1]([O:4][C@@H:5]1[C@@H:10]([O:11][C:12](=[O:14])[CH3:13])[C@H:9]([O:15][C:16](=[O:18])[CH3:17])[C@@H:8]([CH2:19][O:20][C:21](=[O:23])[CH3:22])[O:7][C@H:6]1[O:24][C:25]1[C:29]([CH2:30][C:31]2[CH:36]=[CH:35][C:34]([O:37][CH2:38][CH2:39][N:40]=[N+]=[N-])=[CH:33][C:32]=2[CH3:43])=[C:28]([CH:44]([CH3:46])[CH3:45])[NH:27][N:26]=1)(=[O:3])[CH3:2], predict the reaction product. The product is: [C:1]([O:4][C@@H:5]1[C@@H:10]([O:11][C:12](=[O:14])[CH3:13])[C@H:9]([O:15][C:16](=[O:18])[CH3:17])[C@@H:8]([CH2:19][O:20][C:21](=[O:23])[CH3:22])[O:7][C@H:6]1[O:24][C:25]1[C:29]([CH2:30][C:31]2[CH:36]=[CH:35][C:34]([O:37][CH2:38][CH2:39][NH2:40])=[CH:33][C:32]=2[CH3:43])=[C:28]([CH:44]([CH3:46])[CH3:45])[NH:27][N:26]=1)(=[O:3])[CH3:2]. (3) Given the reactants CC(C)([O-])C.[K+].[Cl:7][C:8]1[C:9](F)=[CH:10][C:11]([F:21])=[C:12]([CH:20]=1)[C:13]([O:15][C:16]([CH3:19])([CH3:18])[CH3:17])=[O:14].[CH2:23]([N:30]1[CH2:35][CH2:34][CH:33]([CH2:36][OH:37])[CH2:32][CH2:31]1)[C:24]1[CH:29]=[CH:28][CH:27]=[CH:26][CH:25]=1, predict the reaction product. The product is: [CH2:23]([N:30]1[CH2:35][CH2:34][CH:33]([CH2:36][O:37][C:9]2[C:8]([Cl:7])=[CH:20][C:12]([C:13]([O:15][C:16]([CH3:19])([CH3:18])[CH3:17])=[O:14])=[C:11]([F:21])[CH:10]=2)[CH2:32][CH2:31]1)[C:24]1[CH:29]=[CH:28][CH:27]=[CH:26][CH:25]=1. (4) Given the reactants [BH4-].[Na+].[Br:3][C:4]1[CH:5]=[CH:6][C:7]([O:12][CH:13]([F:15])[F:14])=[C:8]([CH:11]=1)[CH:9]=[O:10].[CH3:16][O:17][CH2:18]OC.O=P12OP3(OP(OP(O3)(O1)=O)(=O)O2)=O.C(=O)([O-])[O-].[K+].[K+], predict the reaction product. The product is: [Br:3][C:4]1[CH:5]=[CH:6][C:7]([O:12][CH:13]([F:14])[F:15])=[C:8]([CH2:9][O:10][CH2:16][O:17][CH3:18])[CH:11]=1. (5) Given the reactants [NH2:1][C:2]1[C:11]2[N:10]=[CH:9][C:8]([CH2:12][CH2:13][C:14]3[CH:19]=[CH:18][C:17]([OH:20])=[CH:16][CH:15]=3)=[CH:7][C:6]=2[C:5]2[CH:21]=[CH:22][C:23]([CH3:25])=[CH:24][C:4]=2[N:3]=1.Br[CH2:27][CH2:28][O:29][Si:30]([C:33]([CH3:36])([CH3:35])[CH3:34])([CH3:32])[CH3:31], predict the reaction product. The product is: [Si:30]([O:29][CH2:28][CH2:27][O:20][C:17]1[CH:16]=[CH:15][C:14]([CH2:13][CH2:12][C:8]2[CH:9]=[N:10][C:11]3[C:6]([CH:7]=2)=[C:5]2[CH:21]=[CH:22][C:23]([CH3:25])=[CH:24][C:4]2=[N:3][C:2]=3[NH2:1])=[CH:19][CH:18]=1)([C:33]([CH3:36])([CH3:35])[CH3:34])([CH3:32])[CH3:31]. (6) Given the reactants O1CCCCC1[O:7][C@@H:8]1[CH2:12][O:11][CH:10]2[C@@H:13]([O:16][CH2:17][C:18]3[CH:23]=[CH:22][C:21]([CH:24]=[CH:25][C:26]4[CH:31]=[CH:30][C:29]([O:32][CH2:33][CH2:34][CH2:35][CH2:36][CH2:37][CH3:38])=[CH:28][CH:27]=4)=[CH:20][CH:19]=3)[CH2:14][O:15][CH:9]12.Cl, predict the reaction product. The product is: [OH:7][C@@H:8]1[CH2:12][O:11][CH:10]2[C@@H:13]([O:16][CH2:17][C:18]3[CH:19]=[CH:20][C:21]([CH:24]=[CH:25][C:26]4[CH:27]=[CH:28][C:29]([O:32][CH2:33][CH2:34][CH2:35][CH2:36][CH2:37][CH3:38])=[CH:30][CH:31]=4)=[CH:22][CH:23]=3)[CH2:14][O:15][CH:9]12.